Dataset: Reaction yield outcomes from USPTO patents with 853,638 reactions. Task: Predict the reaction yield, written as a fraction of the theoretical maximum amount of product (1.0 means a 100% yield; for example, 0.34 means a 34% yield). (1) The reactants are [NH2:1][C:2]1[C:3]([NH:13][CH2:14][CH2:15][CH2:16][OH:17])=[C:4]([CH:9]=[CH:10][C:11]=1[Cl:12])[C:5]([O:7][CH3:8])=[O:6].[Cl:18][C:19]1[CH:24]=[C:23]([Cl:25])[CH:22]=[C:21]([Cl:26])[C:20]=1[N:27]=[C:28]=[S:29]. No catalyst specified. The product is [Cl:12][C:11]1[CH:10]=[CH:9][C:4]([C:5]([O:7][CH3:8])=[O:6])=[C:3]([NH:13][CH2:14][CH2:15][CH2:16][OH:17])[C:2]=1[NH:1][C:28](=[S:29])[NH:27][C:20]1[C:21]([Cl:26])=[CH:22][C:23]([Cl:25])=[CH:24][C:19]=1[Cl:18]. The yield is 0.740. (2) The reactants are [CH2:1]([C:4]1[CH:10]=[CH:9][C:7]([NH2:8])=[CH:6][C:5]=1[N+:11]([O-:13])=[O:12])[CH2:2][CH3:3].[CH3:14][C:15]([O:18][C:19](O[C:19]([O:18][C:15]([CH3:17])([CH3:16])[CH3:14])=[O:20])=[O:20])([CH3:17])[CH3:16]. The catalyst is N1C=CC=CC=1.C(Cl)Cl. The product is [C:15]([O:18][C:19](=[O:20])[NH:8][C:7]1[CH:9]=[CH:10][C:4]([CH2:1][CH2:2][CH3:3])=[C:5]([N+:11]([O-:13])=[O:12])[CH:6]=1)([CH3:17])([CH3:16])[CH3:14]. The yield is 0.870.